Dataset: Peptide-MHC class II binding affinity with 134,281 pairs from IEDB. Task: Regression. Given a peptide amino acid sequence and an MHC pseudo amino acid sequence, predict their binding affinity value. This is MHC class II binding data. (1) The peptide sequence is AFKVAATAANAAPGN. The MHC is HLA-DPA10103-DPB10301 with pseudo-sequence HLA-DPA10103-DPB10301. The binding affinity (normalized) is 0.680. (2) The peptide sequence is DWSTRLRNDGNAI. The MHC is HLA-DQA10101-DQB10501 with pseudo-sequence HLA-DQA10101-DQB10501. The binding affinity (normalized) is 0.101. (3) The peptide sequence is TLMGRYTHYKSRNLN. The MHC is DRB1_0701 with pseudo-sequence DRB1_0701. The binding affinity (normalized) is 0.904.